Task: Predict the product of the given reaction.. Dataset: Forward reaction prediction with 1.9M reactions from USPTO patents (1976-2016) (1) Given the reactants [C:1]([OH:4])(=O)[CH3:2].[C:5]1([C:11]2[CH:20]=[C:19]3[C:14]([CH2:15][CH2:16][CH2:17][N:18]3[C:21]3[CH:26]=[CH:25][N:24]=[C:23]([NH:27][CH:28]4[CH2:33][CH2:32][NH:31][CH2:30][CH2:29]4)[N:22]=3)=[N:13][CH:12]=2)[CH:10]=[CH:9][CH:8]=[CH:7][CH:6]=1, predict the reaction product. The product is: [C:5]1([C:11]2[CH:20]=[C:19]3[C:14]([CH2:15][CH2:16][CH2:17][N:18]3[C:21]3[CH:26]=[CH:25][N:24]=[C:23]([NH:27][CH:28]4[CH2:29][CH2:30][N:31]([C:1](=[O:4])[CH3:2])[CH2:32][CH2:33]4)[N:22]=3)=[N:13][CH:12]=2)[CH:10]=[CH:9][CH:8]=[CH:7][CH:6]=1. (2) Given the reactants Cl[C:2]1[N:7]=[C:6]2[NH:8][CH:9]=[C:10]([C:11](=[O:21])[CH2:12][C:13]3[CH:18]=[CH:17][CH:16]=[C:15]([F:19])[C:14]=3[F:20])[C:5]2=[CH:4][CH:3]=1.[NH:22]1[CH2:26][CH2:25][CH2:24][CH2:23]1.O.Cl, predict the reaction product. The product is: [F:20][C:14]1[C:15]([F:19])=[CH:16][CH:17]=[CH:18][C:13]=1[CH2:12][C:11]([C:10]1[C:5]2[C:6](=[N:7][C:2]([N:22]3[CH2:26][CH2:25][CH2:24][CH2:23]3)=[CH:3][CH:4]=2)[NH:8][CH:9]=1)=[O:21].